From a dataset of Catalyst prediction with 721,799 reactions and 888 catalyst types from USPTO. Predict which catalyst facilitates the given reaction. (1) Reactant: [O:1]=[C:2]1[NH:6][C:5]([C:7]([N:9]2[CH2:14][CH2:13][N:12]([C:15]([O:17][C:18]([CH3:21])([CH3:20])[CH3:19])=[O:16])[CH2:11][CH2:10]2)=[O:8])=[C:4]([C:22]2[CH:27]=[CH:26][CH:25]=[CH:24][CH:23]=2)[N:3]1[CH:28]1[CH2:33][CH2:32][CH2:31][NH:30][CH2:29]1.[C:34](OC(=O)C)(=[O:36])[CH3:35]. Product: [C:34]([N:30]1[CH2:31][CH2:32][CH2:33][CH:28]([N:3]2[C:4]([C:22]3[CH:27]=[CH:26][CH:25]=[CH:24][CH:23]=3)=[C:5]([C:7]([N:9]3[CH2:10][CH2:11][N:12]([C:15]([O:17][C:18]([CH3:21])([CH3:20])[CH3:19])=[O:16])[CH2:13][CH2:14]3)=[O:8])[NH:6][C:2]2=[O:1])[CH2:29]1)(=[O:36])[CH3:35]. The catalyst class is: 2. (2) Reactant: [O:1]([P:8]([NH:17][C:18]1[S:19][C:20](C(O)=O)=[CH:21][N:22]=1)([O:10][C:11]1[CH:16]=[CH:15][CH:14]=[CH:13][CH:12]=1)=[O:9])[C:2]1[CH:7]=[CH:6][CH:5]=[CH:4][CH:3]=1.[B-](F)(F)(F)[F:27].[B-](F)(F)(F)F.C1[N+]2(CCl)CC[N+](F)(CC2)C1.CC1CCCO1.P([O-])([O-])([O-])=O.[K+].[K+].[K+]. Product: [F:27][C:20]1[S:19][C:18]([NH:17][P:8](=[O:9])([O:10][C:11]2[CH:16]=[CH:15][CH:14]=[CH:13][CH:12]=2)[O:1][C:2]2[CH:7]=[CH:6][CH:5]=[CH:4][CH:3]=2)=[N:22][CH:21]=1. The catalyst class is: 6. (3) Reactant: [CH:1]1([C@H:6]([OH:22])[C@H:7]([N:11]2[C:19](=[O:20])[C:18]3[C:13](=[CH:14][CH:15]=[CH:16][CH:17]=3)[C:12]2=[O:21])[CH2:8][NH:9][CH3:10])[CH2:5][CH2:4][CH2:3][CH2:2]1.C([O-])([O-])=O.[K+].[K+].[CH3:41][C:40]([O:39][C:37](O[C:37]([O:39][C:40]([CH3:43])([CH3:42])[CH3:41])=[O:38])=[O:38])([CH3:43])[CH3:42]. Product: [CH:1]1([C@H:6]([OH:22])[C@H:7]([N:11]2[C:19](=[O:20])[C:18]3[C:13](=[CH:14][CH:15]=[CH:16][CH:17]=3)[C:12]2=[O:21])[CH2:8][N:9]([CH3:10])[C:37]([O:39][C:40]([CH3:41])([CH3:42])[CH3:43])=[O:38])[CH2:5][CH2:4][CH2:3][CH2:2]1. The catalyst class is: 20. (4) Reactant: C1(P(C2CCCCC2)C2C=CC=CC=2C2C(C(C)C)=CC(C(C)C)=CC=2C(C)C)CCCCC1.[O:35]1[CH2:40][CH2:39][N:38]([C:41]2[C:46]([NH2:47])=[CH:45][C:44]([N:48]3[CH2:53][CH2:52][O:51][CH2:50][CH2:49]3)=[CH:43][N:42]=2)[CH2:37][CH2:36]1.Cl[C:55]1[C:64]2[C:59](=[CH:60][C:61]([F:66])=[CH:62][C:63]=2[F:65])[N:58]=[C:57]([C:67]2[CH:72]=[CH:71][CH:70]=[CH:69][C:68]=2[F:73])[C:56]=1[CH3:74].CC(C)([O-])C.[Na+]. Product: [O:35]1[CH2:40][CH2:39][N:38]([C:41]2[C:46]([NH:47][C:55]3[C:64]4[C:59](=[CH:60][C:61]([F:66])=[CH:62][C:63]=4[F:65])[N:58]=[C:57]([C:67]4[CH:72]=[CH:71][CH:70]=[CH:69][C:68]=4[F:73])[C:56]=3[CH3:74])=[CH:45][C:44]([N:48]3[CH2:49][CH2:50][O:51][CH2:52][CH2:53]3)=[CH:43][N:42]=2)[CH2:37][CH2:36]1. The catalyst class is: 101. (5) Reactant: [C:1]([O:5][C:6](=[O:36])[CH:7]=[C:8]([NH2:35])[C:9]1(SC2C=CC(Cl)=CC=2)[CH2:16][C:15]2[C:10]1=[CH:11][C:12]([O:19][CH2:20][C:21]1[CH:26]=[CH:25][CH:24]=[CH:23][CH:22]=1)=[C:13]([O:17][CH3:18])[CH:14]=2)([CH3:4])([CH3:3])[CH3:2]. Product: [C:1]([O:5][C:6]([C:7]1[C:8]([NH2:35])=[CH:9][C:10]2[C:15](=[CH:14][C:13]([O:17][CH3:18])=[C:12]([O:19][CH2:20][C:21]3[CH:26]=[CH:25][CH:24]=[CH:23][CH:22]=3)[CH:11]=2)[CH:16]=1)=[O:36])([CH3:3])([CH3:4])[CH3:2]. The catalyst class is: 262. (6) Reactant: [C:1]1([C:7]2[C:20]3[C:19]4[CH:18]=[CH:17][CH:16]=[CH:15][C:14]=4[C:13]4=[N:21][CH:22]=[CH:23][N:12]4[C:11]=3[CH:10]=[CH:9][CH:8]=2)[CH:6]=[CH:5][CH:4]=[CH:3][CH:2]=1.C1C(=O)N([Br:31])C(=O)C1. Product: [Br:31][C:23]1[N:12]2[C:11]3[CH:10]=[CH:9][CH:8]=[C:7]([C:1]4[CH:2]=[CH:3][CH:4]=[CH:5][CH:6]=4)[C:20]=3[C:19]3[CH:18]=[CH:17][CH:16]=[CH:15][C:14]=3[C:13]2=[N:21][CH:22]=1. The catalyst class is: 3. (7) Reactant: [F:1][C:2]1[CH:7]=[CH:6][C:5]([C@@H:8]([O:37][Si:38]([CH3:44])([CH3:43])[C:39]([CH3:42])([CH3:41])[CH3:40])[CH2:9][S:10][C@@H:11]2[C@@H:14]([C:15]3[CH:20]=[CH:19][C:18]([O:21][Si:22]([CH3:28])([CH3:27])[C:23]([CH3:26])([CH3:25])[CH3:24])=[CH:17][CH:16]=3)[N:13]([C:29]3[CH:34]=[CH:33][C:32](I)=[CH:31][CH:30]=3)[C:12]2=[O:36])=[CH:4][CH:3]=1.[B:45]1([B:45]2[O:49][C:48]([CH3:51])([CH3:50])[C:47]([CH3:53])([CH3:52])[O:46]2)[O:49][C:48]([CH3:51])([CH3:50])[C:47]([CH3:53])([CH3:52])[O:46]1.C([O-])(=O)C.[K+]. Product: [F:1][C:2]1[CH:7]=[CH:6][C:5]([C@@H:8]([O:37][Si:38]([CH3:44])([CH3:43])[C:39]([CH3:42])([CH3:41])[CH3:40])[CH2:9][S:10][C@@H:11]2[C@@H:14]([C:15]3[CH:20]=[CH:19][C:18]([O:21][Si:22]([CH3:28])([CH3:27])[C:23]([CH3:26])([CH3:25])[CH3:24])=[CH:17][CH:16]=3)[N:13]([C:29]3[CH:34]=[CH:33][C:32]([B:45]4[O:49][C:48]([CH3:51])([CH3:50])[C:47]([CH3:53])([CH3:52])[O:46]4)=[CH:31][CH:30]=3)[C:12]2=[O:36])=[CH:4][CH:3]=1. The catalyst class is: 75. (8) Reactant: Cl.[C:2]([NH2:10])(=[NH:9])[C:3]1[CH:8]=[CH:7][CH:6]=[CH:5][CH:4]=1.[N+:11]([C:14]1[CH:15]=[C:16]([CH:19]=[CH:20][CH:21]=1)[CH:17]=O)([O-:13])=[O:12].[C:22]([CH2:24][C:25](OCC)=[O:26])#[N:23].C(=O)([O-])[O-].[K+].[K+].Cl. Product: [C:22]([C:24]1[C:17]([C:16]2[CH:19]=[CH:20][CH:21]=[C:14]([N+:11]([O-:13])=[O:12])[CH:15]=2)=[N:9][C:2]([C:3]2[CH:8]=[CH:7][CH:6]=[CH:5][CH:4]=2)=[N:10][C:25]=1[OH:26])#[N:23]. The catalyst class is: 14.